Task: Predict the reaction yield, written as a fraction of the theoretical maximum amount of product (1.0 means a 100% yield; for example, 0.34 means a 34% yield).. Dataset: Reaction yield outcomes from USPTO patents with 853,638 reactions (1) The reactants are [C:1]([C:4]1[NH:5][C:6]2[C:11]([C:12]=1[CH:13]1[C:18](=[O:19])[CH2:17][C:16]([CH3:21])([CH3:20])[CH2:15][C:14]1=O)=[CH:10][CH:9]=[CH:8][CH:7]=2)(=O)[CH3:2].C([O-])(=O)C.[NH4+:27]. The catalyst is C(O)C. The product is [CH3:20][C:16]1([CH3:21])[CH2:15][C:14]2[N:27]=[C:1]([CH3:2])[C:4]3[NH:5][C:6]4[CH:7]=[CH:8][CH:9]=[CH:10][C:11]=4[C:12]=3[C:13]=2[C:18](=[O:19])[CH2:17]1. The yield is 0.960. (2) The reactants are [Br:1][C:2]1[CH:11]=[CH:10][C:5]([C:6]([O:8][CH3:9])=[O:7])=[CH:4][C:3]=1[S:12](Cl)(=[O:14])=[O:13].C1COCC1.[O-2].[Mg+2].[NH2:23][CH2:24][CH2:25][OH:26]. The catalyst is O. The product is [Br:1][C:2]1[CH:11]=[CH:10][C:5]([C:6]([O:8][CH3:9])=[O:7])=[CH:4][C:3]=1[S:12](=[O:14])(=[O:13])[NH:23][CH2:24][CH2:25][OH:26]. The yield is 0.530. (3) The reactants are P(Br)(Br)[Br:2].[F:5][CH:6]([F:18])[O:7][C:8]1[CH:13]=[CH:12][C:11]([CH2:14]O)=[CH:10][C:9]=1[O:16][CH3:17]. The catalyst is C(OCC)C. The product is [Br:2][CH2:14][C:11]1[CH:12]=[CH:13][C:8]([O:7][CH:6]([F:18])[F:5])=[C:9]([O:16][CH3:17])[CH:10]=1. The yield is 0.990. (4) The reactants are [N].N1C2[C:5](=CC=CC=2)[CH:4]=[CH:3]1.[Br:11][C:12]1[CH:13]=[C:14]([C:21]([O:23][CH3:24])=[O:22])[C:15]2[CH:16]=[CH:17][NH:18][C:19]=2[CH:20]=1.[Cl-].C(C[P+](C)(C)C)#N.CC(O)C.[H-].[Na+]. The catalyst is C1COCC1. The product is [Br:11][C:12]1[CH:13]=[C:14]([C:21]([O:23][CH3:24])=[O:22])[C:15]2[CH:16]=[CH:17][N:18]([CH:4]([CH3:5])[CH3:3])[C:19]=2[CH:20]=1. The yield is 0.800. (5) The reactants are COC(=O)CCC(C)=[CH:7][CH2:8][C:9]1[C:10]([O:22][CH2:23][CH2:24][Si:25]([CH3:28])([CH3:27])[CH3:26])=[C:11]2[C:15](=[C:16]([CH3:20])[C:17]=1[O:18][CH3:19])[CH2:14][O:13][C:12]2=[O:21].N1C=CC=CC=1.NC(N)=S.C[OH:42]. The catalyst is C(Cl)Cl. The product is [CH3:19][O:18][C:17]1[C:16]([CH3:20])=[C:15]2[C:11]([C:12](=[O:21])[O:13][CH2:14]2)=[C:10]([O:22][CH2:23][CH2:24][Si:25]([CH3:27])([CH3:26])[CH3:28])[C:9]=1[CH2:8][CH:7]=[O:42]. The yield is 0.750. (6) The reactants are Br[CH2:2][CH2:3][CH2:4][CH:5]1[O:10][C:9]2[CH:11]=[CH:12][CH:13]=[CH:14][C:8]=2[N:7]([C:15]2[CH:20]=[CH:19][CH:18]=[CH:17][CH:16]=2)[S:6]1(=[O:22])=[O:21].[CH2:23]([NH:25][CH2:26][CH2:27][OH:28])[CH3:24]. No catalyst specified. The product is [O:21]=[S:6]1(=[O:22])[CH:5]([CH2:4][CH2:3][CH2:2][N:25]([CH2:23][CH3:24])[CH2:26][CH2:27][OH:28])[O:10][C:9]2[CH:11]=[CH:12][CH:13]=[CH:14][C:8]=2[N:7]1[C:15]1[CH:20]=[CH:19][CH:18]=[CH:17][CH:16]=1. The yield is 0.580. (7) The reactants are [C:1]([O:5][C:6]([NH:8][CH:9]([CH2:13][C:14]([CH3:17])([CH3:16])[CH3:15])[C:10]([OH:12])=O)=[O:7])([CH3:4])([CH3:3])[CH3:2].CN1CCOCC1.ClC(OCC(C)C)=O.[NH2:33][C:34]1([C:39]#[N:40])[CH2:38][CH2:37][CH2:36][CH2:35]1. The catalyst is C1COCC1.O. The product is [C:1]([O:5][C:6](=[O:7])[NH:8][CH:9]([C:10](=[O:12])[NH:33][C:34]1([C:39]#[N:40])[CH2:38][CH2:37][CH2:36][CH2:35]1)[CH2:13][C:14]([CH3:17])([CH3:16])[CH3:15])([CH3:2])([CH3:3])[CH3:4]. The yield is 0.896.